The task is: Regression. Given a peptide amino acid sequence and an MHC pseudo amino acid sequence, predict their binding affinity value. This is MHC class II binding data.. This data is from Peptide-MHC class II binding affinity with 134,281 pairs from IEDB. (1) The peptide sequence is DRWLDLRYVGPASAD. The MHC is DRB1_0802 with pseudo-sequence DRB1_0802. The binding affinity (normalized) is 0.0417. (2) The peptide sequence is QKYVNNTATLLMTSL. The MHC is DRB1_0405 with pseudo-sequence DRB1_0405. The binding affinity (normalized) is 0.557. (3) The MHC is DRB1_0301 with pseudo-sequence DRB1_0301. The binding affinity (normalized) is 0.134. The peptide sequence is TVQKGSDPKKLVLNI. (4) The binding affinity (normalized) is 0.651. The MHC is DRB1_0401 with pseudo-sequence DRB1_0401. The peptide sequence is SQDLELSWNLNGLQAV. (5) The peptide sequence is SGSEAYQGVQQKWDA. The MHC is HLA-DQA10102-DQB10602 with pseudo-sequence HLA-DQA10102-DQB10602. The binding affinity (normalized) is 0.251. (6) The peptide sequence is VTYALNTITNLKVQLKK. The MHC is DRB1_1101 with pseudo-sequence DRB1_1101. The binding affinity (normalized) is 0.635. (7) The peptide sequence is MLMTGGVTLVRKNRW. The MHC is HLA-DQA10103-DQB10603 with pseudo-sequence HLA-DQA10103-DQB10603. The binding affinity (normalized) is 0.444.